This data is from Catalyst prediction with 721,799 reactions and 888 catalyst types from USPTO. The task is: Predict which catalyst facilitates the given reaction. (1) Reactant: [CH3:1][C:2]([CH3:25])([C:4](=[O:24])[CH:5]([N:19]1[CH:23]=[N:22][CH:21]=[N:20]1)[CH2:6][CH2:7][CH2:8][C:9]([CH3:18])([C:11]1[CH:16]=[CH:15][C:14]([F:17])=[CH:13][CH:12]=1)[CH3:10])[CH3:3].[BH4-].[Na+].O. Product: [CH3:3][C:2]([CH3:25])([CH:4]([OH:24])[CH:5]([N:19]1[CH:23]=[N:22][CH:21]=[N:20]1)[CH2:6][CH2:7][CH2:8][C:9]([CH3:10])([C:11]1[CH:12]=[CH:13][C:14]([F:17])=[CH:15][CH:16]=1)[CH3:18])[CH3:1]. The catalyst class is: 5. (2) Reactant: [Cl:1][C:2]1[C:7]([N:8]2[CH2:13][CH2:12][CH:11]([NH:14][CH:15]3[CH2:19][C:18](=[O:20])[N:17]([CH3:21])[CH2:16]3)[CH2:10][CH2:9]2)=[CH:6][C:5]([C:22]#[N:23])=[CH:4][C:3]=1[NH:24][C:25]1[N:30]=[C:29]([N:31]([CH:41]2[CH2:43][CH2:42]2)CC2C=CC(OC)=CC=2)[C:28]2=[N:44][CH:45]=[C:46]([C:47]#[N:48])[N:27]2[N:26]=1.IC.[C:51](=O)([O-])[O-].[Cs+].[Cs+]. Product: [Cl:1][C:2]1[C:7]([N:8]2[CH2:13][CH2:12][CH:11]([N:14]([CH3:51])[CH:15]3[CH2:19][C:18](=[O:20])[N:17]([CH3:21])[CH2:16]3)[CH2:10][CH2:9]2)=[CH:6][C:5]([C:22]#[N:23])=[CH:4][C:3]=1[NH:24][C:25]1[N:30]=[C:29]([NH:31][CH:41]2[CH2:42][CH2:43]2)[C:28]2=[N:44][CH:45]=[C:46]([C:47]#[N:48])[N:27]2[N:26]=1. The catalyst class is: 7. (3) Reactant: Cl[C:2]1[C:3]2[N:10]([CH3:11])[CH:9]=[CH:8][C:4]=2[N:5]=[CH:6][N:7]=1.[OH-:12].[Na+]. Product: [CH3:11][N:10]1[C:3]2[C:2]([OH:12])=[N:7][CH:6]=[N:5][C:4]=2[CH:8]=[CH:9]1. The catalyst class is: 33. (4) Reactant: [CH2:1]([N:8]1[CH2:13][C:12]([C:14]2[CH:19]=[CH:18][CH:17]=[CH:16][CH:15]=2)=[C:11]([C:20]([O:22][CH2:23][CH3:24])=[O:21])[CH2:10][CH2:9]1)C1C=CC=CC=1.[OH-:25].[OH-:26].[Pd+2]. Product: [C:14]1([C@H:12]2[C@@H:11]([C:20]([O:22][CH2:23][CH3:24])=[O:21])[CH2:10][CH2:9][N:8]([C:1]([O:26][C:11]([CH3:20])([CH3:12])[CH3:10])=[O:25])[CH2:13]2)[CH:15]=[CH:16][CH:17]=[CH:18][CH:19]=1. The catalyst class is: 8. (5) Reactant: [CH3:1][O:2][C:3]([CH:5]1[CH2:9][CH2:8][CH2:7][N:6]1[C:10]1[CH:15]=[CH:14][C:13]([N+:16]([O-])=O)=[CH:12][CH:11]=1)=[O:4]. Product: [CH3:1][O:2][C:3]([CH:5]1[CH2:9][CH2:8][CH2:7][N:6]1[C:10]1[CH:11]=[CH:12][C:13]([NH2:16])=[CH:14][CH:15]=1)=[O:4]. The catalyst class is: 19. (6) Reactant: [Cl:1][C:2]1[CH:13]=[C:12]([O:14]CC2C=CC=CC=2)[CH:11]=[C:10]([Cl:22])[C:3]=1[O:4][CH2:5][CH2:6][CH2:7][CH2:8][OH:9].[H][H]. Product: [Cl:1][C:2]1[CH:13]=[C:12]([OH:14])[CH:11]=[C:10]([Cl:22])[C:3]=1[O:4][CH2:5][CH2:6][CH2:7][CH2:8][OH:9]. The catalyst class is: 45.